From a dataset of Peptide-MHC class II binding affinity with 134,281 pairs from IEDB. Regression. Given a peptide amino acid sequence and an MHC pseudo amino acid sequence, predict their binding affinity value. This is MHC class II binding data. (1) The binding affinity (normalized) is 0.617. The peptide sequence is DPRQGLAVLRKVKRV. The MHC is DRB1_0404 with pseudo-sequence DRB1_0404. (2) The peptide sequence is TTGCAEHCSLNENIT. The MHC is DRB1_1101 with pseudo-sequence DRB1_1101. The binding affinity (normalized) is 0.0680. (3) The peptide sequence is FFFLFNILTGKKITAHHHHHH. The MHC is DRB1_0801 with pseudo-sequence DRB1_0801. The binding affinity (normalized) is 0. (4) The peptide sequence is RNTQIFKTNTQTDR. The MHC is DRB1_1302 with pseudo-sequence DRB1_1302. The binding affinity (normalized) is 0.446. (5) The peptide sequence is RCYSLYIAENGELTE. The MHC is DRB4_0101 with pseudo-sequence DRB4_0103. The binding affinity (normalized) is 0.177. (6) The peptide sequence is VQTAVDFGNSYIAEM. The MHC is DRB5_0101 with pseudo-sequence DRB5_0101. The binding affinity (normalized) is 0. (7) The peptide sequence is AFKKAATAANAAPAN. The MHC is DRB1_0701 with pseudo-sequence DRB1_0701. The binding affinity (normalized) is 0.328. (8) The peptide sequence is ADNSLDYAANFSHML. The MHC is HLA-DPA10201-DPB10101 with pseudo-sequence HLA-DPA10201-DPB10101. The binding affinity (normalized) is 0.437. (9) The MHC is DRB1_0401 with pseudo-sequence DRB1_0401. The peptide sequence is FDLRAQGINLIIHYV. The binding affinity (normalized) is 0.601. (10) The MHC is HLA-DPA10103-DPB10401 with pseudo-sequence HLA-DPA10103-DPB10401. The peptide sequence is YLEDARRLKAIYEKKK. The binding affinity (normalized) is 0.